Dataset: Catalyst prediction with 721,799 reactions and 888 catalyst types from USPTO. Task: Predict which catalyst facilitates the given reaction. Reactant: [O:1]1[CH2:6][CH2:5][CH2:4][CH2:3][CH:2]1[N:7]1[CH:15]=[C:14]2[C:9]([CH:10]=[CH:11][CH:12]=[C:13]2[NH2:16])=[N:8]1.F[C:18]1[C:23]([C:24]2[N:32]=[CH:31][N:30]=[C:29]3[C:25]=2[N:26]=[CH:27][N:28]3[CH:33]2[CH2:38][CH2:37][CH2:36][CH2:35][O:34]2)=[CH:22][CH:21]=[CH:20][N:19]=1.[Li+].C[Si]([N-][Si](C)(C)C)(C)C. Product: [O:1]1[CH2:6][CH2:5][CH2:4][CH2:3][CH:2]1[N:7]1[CH:15]=[C:14]2[C:9]([CH:10]=[CH:11][CH:12]=[C:13]2[NH:16][C:18]2[C:23]([C:24]3[N:32]=[CH:31][N:30]=[C:29]4[C:25]=3[N:26]=[CH:27][N:28]4[CH:33]3[CH2:38][CH2:37][CH2:36][CH2:35][O:34]3)=[CH:22][CH:21]=[CH:20][N:19]=2)=[N:8]1. The catalyst class is: 1.